From a dataset of Peptide-MHC class I binding affinity with 185,985 pairs from IEDB/IMGT. Regression. Given a peptide amino acid sequence and an MHC pseudo amino acid sequence, predict their binding affinity value. This is MHC class I binding data. (1) The peptide sequence is ETGLSASDV. The MHC is HLA-A02:02 with pseudo-sequence HLA-A02:02. The binding affinity (normalized) is 0.0332. (2) The binding affinity (normalized) is 0.0847. The peptide sequence is DEYGPVFVE. The MHC is HLA-A24:03 with pseudo-sequence HLA-A24:03.